Dataset: Retrosynthesis with 50K atom-mapped reactions and 10 reaction types from USPTO. Task: Predict the reactants needed to synthesize the given product. The reactants are: Cc1cccc2c(=O)c3ccccc3oc12.O=C1CCC(=O)N1Br. Given the product O=c1c2ccccc2oc2c(CBr)cccc12, predict the reactants needed to synthesize it.